Predict the product of the given reaction. From a dataset of Forward reaction prediction with 1.9M reactions from USPTO patents (1976-2016). (1) The product is: [Cl:1][C:2]1[N:7]=[C:6]([NH:8][CH2:9][CH2:10][CH3:11])[C:5]([C:17]#[C:16][CH2:15][CH2:14][CH2:13][N:18]2[C:19](=[O:28])[C:20]3[C:21](=[CH:24][CH:25]=[CH:26][CH:27]=3)[C:22]2=[O:23])=[CH:4][N:3]=1. Given the reactants [Cl:1][C:2]1[N:7]=[C:6]([NH:8][CH2:9][CH2:10][CH3:11])[C:5](I)=[CH:4][N:3]=1.[CH2:13]([N:18]1[C:22](=[O:23])[C:21]2=[CH:24][CH:25]=[CH:26][CH:27]=[C:20]2[C:19]1=[O:28])[CH2:14][CH2:15][C:16]#[CH:17].O.C(OCC)(=O)C, predict the reaction product. (2) Given the reactants C(OC(=O)[NH:10][CH2:11][CH2:12][C:13]1[O:14][C:15]([CH2:18][CH3:19])=[CH:16][N:17]=1)C1C=CC=CC=1.Cl, predict the reaction product. The product is: [CH2:18]([C:15]1[O:14][C:13]([CH2:12][CH2:11][NH2:10])=[N:17][CH:16]=1)[CH3:19]. (3) Given the reactants [CH:1]1([N:7]([C:9]2[CH:14]=[CH:13][C:12]([C@H:15]3[CH2:20][NH:19][CH2:18][CH2:17][NH:16]3)=[CH:11][CH:10]=2)[CH3:8])[CH2:6][CH2:5][CH2:4][CH2:3][CH2:2]1.C(N(CC)CC)C.Cl[C:29]1[N:34]([CH3:35])[C:33](=[O:36])[CH:32]=[C:31]([C:37]2[CH:42]=[CH:41][N:40]=[CH:39][CH:38]=2)[N:30]=1, predict the reaction product. The product is: [CH:1]1([N:7]([C:9]2[CH:14]=[CH:13][C:12]([C@@H:15]3[NH:16][CH2:17][CH2:18][N:19]([C:29]4[N:34]([CH3:35])[C:33](=[O:36])[CH:32]=[C:31]([C:37]5[CH:38]=[CH:39][N:40]=[CH:41][CH:42]=5)[N:30]=4)[CH2:20]3)=[CH:11][CH:10]=2)[CH3:8])[CH2:2][CH2:3][CH2:4][CH2:5][CH2:6]1. (4) Given the reactants [Cl:1][C:2]1[CH:7]=[C:6]([F:8])[CH:5]=[CH:4][C:3]=1[N:9]1[C:17](=[O:18])[C:16]2[C@H:15]3[C:19]([CH3:21])([CH3:20])[C@:12]([CH3:22])([CH2:13][CH2:14]3)[C:11]=2[NH:10]1.I[CH2:24][CH2:25][CH:26]([CH3:28])[CH3:27], predict the reaction product. The product is: [Cl:1][C:2]1[CH:7]=[C:6]([F:8])[CH:5]=[CH:4][C:3]=1[N:9]1[C:17](=[O:18])[C:16]2[C@H:15]3[C:19]([CH3:21])([CH3:20])[C@:12]([CH3:22])([CH2:13][CH2:14]3)[C:11]=2[N:10]1[CH2:24][CH2:25][CH:26]([CH3:28])[CH3:27]. (5) Given the reactants [CH2:1]([O:3][C:4]([CH:6]1[CH2:11][NH:10][CH2:9][CH2:8][N:7]1[S:12]([C:15]1[CH:20]=[CH:19][C:18]([F:21])=[CH:17][CH:16]=1)(=[O:14])=[O:13])=[O:5])[CH3:2].[C:22](=O)([O-])[O-].[K+].[K+].IC, predict the reaction product. The product is: [CH2:1]([O:3][C:4]([CH:6]1[CH2:11][N:10]([CH3:22])[CH2:9][CH2:8][N:7]1[S:12]([C:15]1[CH:16]=[CH:17][C:18]([F:21])=[CH:19][CH:20]=1)(=[O:13])=[O:14])=[O:5])[CH3:2]. (6) Given the reactants [C:1]([C:3]1[CH:4]=[CH:5][C:6]([C:9]2[N:13]([C:14]3[CH:15]=[N:16][CH:17]=[CH:18][CH:19]=3)[N:12]=[C:11]([C:20]([OH:22])=O)[CH:10]=2)=[N:7][CH:8]=1)#[N:2].[C:23]([NH2:27])([CH3:26])([CH3:25])[CH3:24], predict the reaction product. The product is: [C:23]([NH:27][C:20]([C:11]1[CH:10]=[C:9]([C:6]2[CH:5]=[CH:4][C:3]([C:1]#[N:2])=[CH:8][N:7]=2)[N:13]([C:14]2[CH:15]=[N:16][CH:17]=[CH:18][CH:19]=2)[N:12]=1)=[O:22])([CH3:26])([CH3:25])[CH3:24]. (7) Given the reactants [Li+].[OH-].[C:3]1([CH3:39])[CH:8]=[CH:7][C:6]([C:9](=[N:17][O:18][CH2:19][CH2:20][N:21]([CH3:38])[S:22]([C:25]2[CH:33]=[CH:32][CH:31]=[C:30]3[C:26]=2[CH2:27][CH:28]([C:34]([O:36]C)=[O:35])[CH2:29]3)(=[O:24])=[O:23])[C:10]2[CH:15]=[CH:14][C:13]([CH3:16])=[CH:12][CH:11]=2)=[CH:5][CH:4]=1, predict the reaction product. The product is: [C:3]1([CH3:39])[CH:4]=[CH:5][C:6]([C:9](=[N:17][O:18][CH2:19][CH2:20][N:21]([CH3:38])[S:22]([C:25]2[CH:33]=[CH:32][CH:31]=[C:30]3[C:26]=2[CH2:27][CH:28]([C:34]([OH:36])=[O:35])[CH2:29]3)(=[O:24])=[O:23])[C:10]2[CH:11]=[CH:12][C:13]([CH3:16])=[CH:14][CH:15]=2)=[CH:7][CH:8]=1. (8) Given the reactants [N:1]([C:4]1[CH:9]=[CH:8][CH:7]=[CH:6][C:5]=1[O:10][CH3:11])=[C:2]=[S:3].[CH:12]1([CH2:15][N:16]2[C:20]3[CH:21]=[CH:22][C:23]([NH:25][CH3:26])=[CH:24][C:19]=3[N:18]=[C:17]2[CH2:27][C:28]2[CH:33]=[CH:32][C:31]([O:34][CH2:35][CH3:36])=[CH:30][CH:29]=2)[CH2:14][CH2:13]1, predict the reaction product. The product is: [CH:12]1([CH2:15][N:16]2[C:20]3[CH:21]=[CH:22][C:23]([N:25]([CH3:26])[C:2]([NH:1][C:4]4[CH:9]=[CH:8][CH:7]=[CH:6][C:5]=4[O:10][CH3:11])=[S:3])=[CH:24][C:19]=3[N:18]=[C:17]2[CH2:27][C:28]2[CH:29]=[CH:30][C:31]([O:34][CH2:35][CH3:36])=[CH:32][CH:33]=2)[CH2:14][CH2:13]1. (9) Given the reactants [C:1]([O:5][C:6]([NH:8][CH2:9][CH2:10][CH2:11][C@@H:12]([C:24]([OH:26])=O)[NH:13][C:14]([O:16][CH2:17][C:18]1[CH:23]=[CH:22][CH:21]=[CH:20][CH:19]=1)=[O:15])=[O:7])([CH3:4])([CH3:3])[CH3:2].[NH2:27][CH2:28][C@@H:29]([NH:41][C:42]([O:44][C:45]([CH3:48])([CH3:47])[CH3:46])=[O:43])[CH2:30][CH2:31][CH2:32][NH:33][C:34](=[O:40])[O:35][C:36]([CH3:39])([CH3:38])[CH3:37].C(Cl)CCl.C1C=CC2N(O)N=NC=2C=1, predict the reaction product. The product is: [C:45]([O:44][C:42]([NH:41][C@@H:29]([CH2:30][CH2:31][CH2:32][NH:33][C:34]([O:35][C:36]([CH3:39])([CH3:38])[CH3:37])=[O:40])[CH2:28][NH:27][C:24]([C@@H:12]([NH:13][C:14](=[O:15])[O:16][CH2:17][C:18]1[CH:19]=[CH:20][CH:21]=[CH:22][CH:23]=1)[CH2:11][CH2:10][CH2:9][NH:8][C:6]([O:5][C:1]([CH3:2])([CH3:3])[CH3:4])=[O:7])=[O:26])=[O:43])([CH3:47])([CH3:48])[CH3:46]. (10) Given the reactants [Cl:1][C:2]1[CH:3]=[C:4]([C:8]2[C:13]([C:14]([NH:16][CH2:17][CH2:18][CH2:19][C:20]3[CH:25]=[CH:24][CH:23]=[CH:22][CH:21]=3)=[O:15])=[C:12]([CH3:26])[N:11]=[C:10](SC)[N:9]=2)[CH:5]=[CH:6][CH:7]=1.ClC1C=CC=C([C:36](OO)=[O:37])C=1.S(=O)(O)[O-].[Na+].C[O-].[Na+], predict the reaction product. The product is: [Cl:1][C:2]1[CH:3]=[C:4]([C:8]2[C:13]([C:14]([NH:16][CH2:17][CH2:18][CH2:19][C:20]3[CH:25]=[CH:24][CH:23]=[CH:22][CH:21]=3)=[O:15])=[C:12]([CH3:26])[N:11]=[C:10]([O:37][CH3:36])[N:9]=2)[CH:5]=[CH:6][CH:7]=1.